From a dataset of Forward reaction prediction with 1.9M reactions from USPTO patents (1976-2016). Predict the product of the given reaction. (1) Given the reactants Cl.Cl.Cl.[O:4]1[C:8]2[CH:9]=[CH:10][CH:11]=[C:12]([N:13]3[CH2:18][CH2:17][N:16]([CH2:19][CH2:20][C@H:21]4[CH2:26][CH2:25][C@H:24]([NH2:27])[CH2:23][CH2:22]4)[CH2:15][CH2:14]3)[C:7]=2[O:6][CH2:5]1.[C:28]([C:30]1[CH:38]=[CH:37][C:33]([C:34](O)=[O:35])=[CH:32][CH:31]=1)#[N:29], predict the reaction product. The product is: [O:4]1[C:8]2[CH:9]=[CH:10][CH:11]=[C:12]([N:13]3[CH2:18][CH2:17][N:16]([CH2:19][CH2:20][C@H:21]4[CH2:26][CH2:25][C@H:24]([NH:27][C:34](=[O:35])[C:33]5[CH:37]=[CH:38][C:30]([C:28]#[N:29])=[CH:31][CH:32]=5)[CH2:23][CH2:22]4)[CH2:15][CH2:14]3)[C:7]=2[O:6][CH2:5]1. (2) Given the reactants Cl[C:2]1[C:3]2[C:10]([CH2:11][OH:12])=[CH:9][NH:8][C:4]=2[N:5]=[CH:6][N:7]=1.[NH:13]1[C:17]2=[N:18][CH:19]=[C:20]([NH2:22])[CH:21]=[C:16]2[CH:15]=[N:14]1, predict the reaction product. The product is: [NH:13]1[C:17]2=[N:18][CH:19]=[C:20]([NH:22][C:2]3[C:3]4[C:10]([CH2:11][OH:12])=[CH:9][NH:8][C:4]=4[N:5]=[CH:6][N:7]=3)[CH:21]=[C:16]2[CH:15]=[N:14]1. (3) Given the reactants [Cl:1][C:2]1[CH:3]=[C:4]([C:9](=O)[C:10]([F:13])([F:12])[F:11])[CH:5]=[C:6]([Cl:8])[CH:7]=1.[C:15]([O:19][C:20]([N:22]1[CH2:25][C:24]([C:27]2[CH:32]=[CH:31][C:30]([C:33](=[O:35])[CH3:34])=[CH:29][CH:28]=2)([F:26])[CH2:23]1)=[O:21])([CH3:18])([CH3:17])[CH3:16].C([O-])([O-])=O.[Cs+].[Cs+], predict the reaction product. The product is: [Cl:1][C:2]1[CH:3]=[C:4](/[C:9](/[C:10]([F:13])([F:12])[F:11])=[CH:34]/[C:33]([C:30]2[CH:29]=[CH:28][C:27]([C:24]3([F:26])[CH2:25][N:22]([C:20]([O:19][C:15]([CH3:18])([CH3:17])[CH3:16])=[O:21])[CH2:23]3)=[CH:32][CH:31]=2)=[O:35])[CH:5]=[C:6]([Cl:8])[CH:7]=1. (4) Given the reactants [CH3:1][O:2][C:3]1[CH:4]=[C:5]2[C:10](=[CH:11][C:12]=1[O:13][CH3:14])[CH:9]=[N:8][CH:7]([C:15]([F:18])([F:17])[F:16])[CH2:6]2.CN([CH:22]=[C:23]([C:29](=[O:31])[CH3:30])[C:24]([O:26][CH2:27][CH3:28])=[O:25])C.Cl.O1CCOCC1, predict the reaction product. The product is: [CH3:1][O:2][C:3]1[C:12]([O:13][CH3:14])=[CH:11][C:10]2[CH:9]3[N:8]([CH:7]([C:15]([F:18])([F:17])[F:16])[CH2:6][C:5]=2[CH:4]=1)[CH:22]=[C:23]([C:24]([O:26][CH2:27][CH3:28])=[O:25])[C:29](=[O:31])[CH2:30]3. (5) Given the reactants [CH3:1][N:2]([CH3:7])[S:3]([CH3:6])(=[NH:5])=[O:4].[Br:8][C:9]1[CH:16]=[CH:15][C:12]([CH2:13]Br)=[CH:11][CH:10]=1.CN(C)S(C)(=NS(C1C=CC(C)=CC=1)(=O)=O)=O, predict the reaction product. The product is: [Br:8][C:9]1[CH:16]=[CH:15][C:12]([CH2:13][N:5]=[S:3]([CH3:6])([N:2]([CH3:7])[CH3:1])=[O:4])=[CH:11][CH:10]=1. (6) Given the reactants [Cl:1][C:2]1[C:8]([Cl:9])=[CH:7][C:5]([NH2:6])=[C:4]([N+:10]([O-:12])=[O:11])[CH:3]=1.[CH3:13][C:14]([O:17][C:18](O[C:18]([O:17][C:14]([CH3:16])([CH3:15])[CH3:13])=[O:19])=[O:19])([CH3:16])[CH3:15].C(O)(C(F)(F)F)=O, predict the reaction product. The product is: [C:14]([O:17][C:18](=[O:19])[NH:6][C:5]1[CH:7]=[C:8]([Cl:9])[C:2]([Cl:1])=[CH:3][C:4]=1[N+:10]([O-:12])=[O:11])([CH3:16])([CH3:15])[CH3:13]. (7) Given the reactants C[O:2][C:3]([C:5]1[CH:9]=[C:8]([C:10]2[CH:15]=[CH:14][C:13]([O:16][CH2:17][C:18]3[CH:23]=[CH:22][CH:21]=[CH:20][CH:19]=3)=[CH:12][CH:11]=2)[O:7][N:6]=1)=[O:4].O.[OH-].[Li+], predict the reaction product. The product is: [CH2:17]([O:16][C:13]1[CH:12]=[CH:11][C:10]([C:8]2[O:7][N:6]=[C:5]([C:3]([OH:4])=[O:2])[CH:9]=2)=[CH:15][CH:14]=1)[C:18]1[CH:23]=[CH:22][CH:21]=[CH:20][CH:19]=1. (8) Given the reactants [Cl:1][C:2]1[CH:3]=[C:4]([CH:7]=[CH:8][C:9]=1[Cl:10])[CH:5]=O.[NH2:11][C:12]1[CH:13]=[C:14]2[C:18]3=[C:19]([CH2:21][S:22][CH2:23][CH2:24][N:17]3[C@H:16]3[CH2:25][CH2:26][N:27](C(OC(C)(C)C)=O)[CH2:28][C@@H:15]23)[CH:20]=1, predict the reaction product. The product is: [Cl:1][C:2]1[CH:3]=[C:4]([CH:7]=[CH:8][C:9]=1[Cl:10])[CH2:5][NH:11][C:12]1[CH:13]=[C:14]2[C:18]3=[C:19]([CH2:21][S:22][CH2:23][CH2:24][N:17]3[C@H:16]3[CH2:25][CH2:26][NH:27][CH2:28][C@@H:15]23)[CH:20]=1.